From a dataset of Reaction yield outcomes from USPTO patents with 853,638 reactions. Predict the reaction yield, written as a fraction of the theoretical maximum amount of product (1.0 means a 100% yield; for example, 0.34 means a 34% yield). The reactants are [CH:1](=[O:5])[CH:2]([CH3:4])[CH3:3].[C:6](#[N:9])[CH:7]=[CH2:8].Cl. The catalyst is CO. The product is [CH3:3][C:2]([CH3:4])([CH:1]=[O:5])[CH2:8][CH2:7][C:6]#[N:9]. The yield is 0.507.